Dataset: Reaction yield outcomes from USPTO patents with 853,638 reactions. Task: Predict the reaction yield, written as a fraction of the theoretical maximum amount of product (1.0 means a 100% yield; for example, 0.34 means a 34% yield). (1) The reactants are [CH2:1]([O:8][CH2:9][CH2:10][CH2:11][CH2:12][CH2:13][CH2:14][CH2:15][CH2:16]O)[C:2]1[CH:7]=[CH:6][CH:5]=[CH:4][CH:3]=1.C(Br)(Br)(Br)[Br:19].C1C=CC(P(C2C=CC=CC=2)C2C=CC=CC=2)=CC=1. The catalyst is C(Cl)Cl. The product is [Br:19][CH2:16][CH2:15][CH2:14][CH2:13][CH2:12][CH2:11][CH2:10][CH2:9][O:8][CH2:1][C:2]1[CH:7]=[CH:6][CH:5]=[CH:4][CH:3]=1. The yield is 0.890. (2) The reactants are C[O:2][C:3]([C:5]1[CH:10]=[CH:9][C:8]([C:11]([O:13]C)=[O:12])=[CH:7][N:6]=1)=O.[Mg+2].[Br-].[Br-].[CH3:18][NH:19][CH3:20].[OH-].[Na+]. The catalyst is C1COCC1.CO.O. The product is [CH3:18][N:19]([CH3:20])[C:3]([C:5]1[CH:10]=[CH:9][C:8]([C:11]([OH:13])=[O:12])=[CH:7][N:6]=1)=[O:2]. The yield is 0.500. (3) The reactants are [CH2:1]([C@@H:4]([C@H:12]([CH2:17][N:18]([CH2:29][C:30]1[CH:35]=[CH:34][CH:33]=[CH:32][CH:31]=1)[C:19]([O:21][CH2:22][C:23]1[CH:28]=[CH:27][CH:26]=[CH:25][CH:24]=1)=[O:20])[C:13]([O:15][CH3:16])=[O:14])[C:5]([O:7][C:8]([CH3:11])([CH3:10])[CH3:9])=[O:6])[CH:2]=C.[O:36]=[O+][O-].CSC. The catalyst is ClCCl. The product is [CH2:29]([N:18]([CH2:17][C@@H:12]([C@H:4]([CH2:1][CH:2]=[O:36])[C:5]([O:7][C:8]([CH3:9])([CH3:10])[CH3:11])=[O:6])[C:13]([O:15][CH3:16])=[O:14])[C:19]([O:21][CH2:22][C:23]1[CH:28]=[CH:27][CH:26]=[CH:25][CH:24]=1)=[O:20])[C:30]1[CH:35]=[CH:34][CH:33]=[CH:32][CH:31]=1. The yield is 0.790.